From a dataset of Forward reaction prediction with 1.9M reactions from USPTO patents (1976-2016). Predict the product of the given reaction. (1) Given the reactants [CH:1]1([C:7](=[O:9])[CH3:8])[CH2:6][CH2:5][CH2:4][CH2:3][CH2:2]1.[Br:10]Br.S([O-])([O-])=O.[Na+].[Na+], predict the reaction product. The product is: [Br:10][CH2:8][C:7]([CH:1]1[CH2:6][CH2:5][CH2:4][CH2:3][CH2:2]1)=[O:9]. (2) Given the reactants [CH2:1]([O:5][CH2:6][CH2:7][O:8][C:9]1[CH:14]=[CH:13][C:12]([C:15]2[CH:16]=[C:17]3[C:21]4=[C:22]([CH:24]=[C:25]([C:29](O)=[O:30])[CH2:26][CH2:27][CH2:28][N:20]4[CH2:19][CH2:18]3)[CH:23]=2)=[CH:11][CH:10]=1)[CH2:2][CH2:3][CH3:4].CN(C=O)C.C(Cl)(=O)C(Cl)=O.[CH2:43]([N:46]1[C:50]([CH2:51][S@@:52]([C:54]2[CH:60]=[CH:59][C:57]([NH2:58])=[CH:56][CH:55]=2)=[O:53])=[CH:49][N:48]=[CH:47]1)[CH2:44][CH3:45], predict the reaction product. The product is: [CH2:1]([O:5][CH2:6][CH2:7][O:8][C:9]1[CH:14]=[CH:13][C:12]([C:15]2[CH:16]=[C:17]3[C:21]4=[C:22]([CH:24]=[C:25]([C:29]([NH:58][C:57]5[CH:56]=[CH:55][C:54]([S@:52]([CH2:51][C:50]6[N:46]([CH2:43][CH2:44][CH3:45])[CH:47]=[N:48][CH:49]=6)=[O:53])=[CH:60][CH:59]=5)=[O:30])[CH2:26][CH2:27][CH2:28][N:20]4[CH2:19][CH2:18]3)[CH:23]=2)=[CH:11][CH:10]=1)[CH2:2][CH2:3][CH3:4]. (3) Given the reactants [CH:1]1([C:7]2[CH:12]=[CH:11][N:10]=[C:9]([C:13]3[C:17]4[C:18]([NH:22][CH:23]([CH3:25])[CH3:24])=[N:19][CH:20]=[CH:21][C:16]=4[NH:15][N:14]=3)[CH:8]=2)[CH2:6][CH2:5]C[CH2:3][CH2:2]1.ClC1C=C[N:30]=[C:29](C2C3C(NC(C)C)=NC=CC=3N(CC3C=CC(OC)=CC=3)N=2)C=1.CN1CC=C(B2OC(C)(C)C(C)(C)O2)CC1, predict the reaction product. The product is: [CH:23]([NH:22][C:18]1[C:17]2[C:13]([C:9]3[CH:8]=[C:7]([CH:1]4[CH2:2][CH2:3][N:30]([CH3:29])[CH2:5][CH2:6]4)[CH:12]=[CH:11][N:10]=3)=[N:14][NH:15][C:16]=2[CH:21]=[CH:20][N:19]=1)([CH3:25])[CH3:24]. (4) Given the reactants S(Cl)(Cl)=O.[C:5]1([CH3:11])[CH:10]=[CH:9][CH:8]=CC=1.[C:12]([C:15]1[CH:20]=[CH:19][CH:18]=[C:17]([C:21]([O:23][CH3:24])=[O:22])[N:16]=1)([OH:14])=O.C1(C#C)CC1, predict the reaction product. The product is: [CH:10]1([C:9]#[C:8][C:12]([C:15]2[N:16]=[C:17]([C:21]([O:23][CH3:24])=[O:22])[CH:18]=[CH:19][CH:20]=2)=[O:14])[CH2:5][CH2:11]1.